Dataset: Reaction yield outcomes from USPTO patents with 853,638 reactions. Task: Predict the reaction yield, written as a fraction of the theoretical maximum amount of product (1.0 means a 100% yield; for example, 0.34 means a 34% yield). (1) The reactants are [CH2:1](Cl)[CH2:2][CH2:3][CH2:4][C:5]#[C:6]/[CH:7]=[CH:8]\[CH2:9][CH3:10].[C:12]([O-:15])(=[O:14])[CH3:13].[Na+].CN(C)C(=O)C. The catalyst is [I-].[Na+].O. The product is [C:12]([O:15][CH2:1][CH2:2][CH2:3][CH2:4][C:5]#[C:6]/[CH:7]=[CH:8]\[CH2:9][CH3:10])(=[O:14])[CH3:13]. The yield is 0.934. (2) The catalyst is CN(C)C=O. The reactants are [Cl:1][C:2]1[C:7]([CH3:8])=[CH:6][N:5]=[C:4]([C:9]([OH:11])=O)[CH:3]=1.[CH:12]1([N:15]2[CH:19]=[N:18][N:17]=[C:16]2[C:20]2[N:25]=[C:24]([NH2:26])[CH:23]=[CH:22][CH:21]=2)[CH2:14][CH2:13]1.F[P-](F)(F)(F)(F)F.N1(OC(N(C)C)=[N+](C)C)C2N=CC=CC=2N=N1.CN1CCOCC1. The yield is 0.470. The product is [Cl:1][C:2]1[C:7]([CH3:8])=[CH:6][N:5]=[C:4]([C:9]([NH:26][C:24]2[CH:23]=[CH:22][CH:21]=[C:20]([C:16]3[N:15]([CH:12]4[CH2:14][CH2:13]4)[CH:19]=[N:18][N:17]=3)[N:25]=2)=[O:11])[CH:3]=1. (3) The reactants are FC(F)(F)C(O)=O.[NH2:8][CH2:9][CH:10]([NH:18][C:19]([C:21]1([NH:36]C(=O)OC(C)(C)C)[CH2:26][CH2:25][N:24]([C:27]2[C:28]3[CH:35]=[CH:34][NH:33][C:29]=3[N:30]=[CH:31][N:32]=2)[CH2:23][CH2:22]1)=[O:20])[C:11]1[CH:16]=[CH:15][C:14]([Cl:17])=[CH:13][CH:12]=1. The catalyst is C(Cl)Cl. The product is [NH2:36][C:21]1([C:19]([NH:18][CH:10]([C:11]2[CH:12]=[CH:13][C:14]([Cl:17])=[CH:15][CH:16]=2)[CH2:9][NH2:8])=[O:20])[CH2:22][CH2:23][N:24]([C:27]2[C:28]3[CH:35]=[CH:34][NH:33][C:29]=3[N:30]=[CH:31][N:32]=2)[CH2:25][CH2:26]1. The yield is 0.114. (4) The reactants are [Br:1][C:2]1[CH:3]=[C:4]([NH:8][S:9]([C:12]2[CH:17]=[CH:16][C:15]([F:18])=[CH:14][C:13]=2[F:19])(=[O:11])=[O:10])[CH:5]=[N:6][CH:7]=1.[CH3:20]I. The catalyst is CO.C(Cl)Cl. The product is [Br:1][C:2]1[CH:3]=[C:4]([N:8]([CH3:20])[S:9]([C:12]2[CH:17]=[CH:16][C:15]([F:18])=[CH:14][C:13]=2[F:19])(=[O:11])=[O:10])[CH:5]=[N:6][CH:7]=1. The yield is 0.570. (5) The reactants are Cl[C:2]1[N:7]2[N:8]=[C:9]([CH3:11])[CH:10]=[C:6]2[N:5]=[C:4]([NH:12][C:13]([C@@H:15]2[CH2:17][C@H:16]2[C:18]2[CH:23]=[CH:22][CH:21]=[CH:20][CH:19]=2)=[O:14])[CH:3]=1.[NH:24]1[CH2:29][CH2:28][CH:27]([NH:30][C:31](=[O:33])[CH3:32])[CH2:26][CH2:25]1. The catalyst is CN1C(=O)CCC1.CS(C)=O.CO. The product is [C:31]([NH:30][CH:27]1[CH2:28][CH2:29][N:24]([C:2]2[N:7]3[N:8]=[C:9]([CH3:11])[CH:10]=[C:6]3[N:5]=[C:4]([NH:12][C:13]([C@@H:15]3[CH2:17][C@H:16]3[C:18]3[CH:23]=[CH:22][CH:21]=[CH:20][CH:19]=3)=[O:14])[CH:3]=2)[CH2:25][CH2:26]1)(=[O:33])[CH3:32]. The yield is 0.660.